The task is: Predict the product of the given reaction.. This data is from Forward reaction prediction with 1.9M reactions from USPTO patents (1976-2016). (1) The product is: [CH2:3]=[CH:4][CH3:5].[CH2:1]=[CH2:2].[CH2:3]=[CH:4][CH2:5][CH3:6]. Given the reactants [CH2:1]=[CH2:2].[CH2:3]=[CH:4][CH2:5][CH3:6], predict the reaction product. (2) Given the reactants [OH:1][CH2:2][C:3]1[N:7]([CH3:8])[N:6]=[C:5]([C:9]([O:11][CH3:12])=[O:10])[CH:4]=1.C(N(CC)CC)C.[CH3:20][S:21](Cl)(=[O:23])=[O:22], predict the reaction product. The product is: [CH3:8][N:7]1[C:3]([CH2:2][O:1][S:21]([CH3:20])(=[O:23])=[O:22])=[CH:4][C:5]([C:9]([O:11][CH3:12])=[O:10])=[N:6]1.